Dataset: Forward reaction prediction with 1.9M reactions from USPTO patents (1976-2016). Task: Predict the product of the given reaction. (1) Given the reactants Br[C:2]1[N:7]=[C:6](/[CH:8]=[C:9](\[C:31]#[N:32])/[C:10]([NH:12][CH:13]([C:17]2[CH:22]=[CH:21][C:20]([O:23][CH2:24][CH2:25][N:26]([CH2:29][CH3:30])[CH2:27][CH3:28])=[CH:19][CH:18]=2)[CH2:14][CH2:15][CH3:16])=[O:11])[CH:5]=[CH:4][CH:3]=1.[F:33]C1N=C(C=O)C=CC=1, predict the reaction product. The product is: [C:31](/[C:9](=[CH:8]\[C:6]1[CH:5]=[CH:4][CH:3]=[C:2]([F:33])[N:7]=1)/[C:10]([NH:12][CH:13]([C:17]1[CH:22]=[CH:21][C:20]([O:23][CH2:24][CH2:25][N:26]([CH2:29][CH3:30])[CH2:27][CH3:28])=[CH:19][CH:18]=1)[CH2:14][CH2:15][CH3:16])=[O:11])#[N:32]. (2) Given the reactants [CH3:1][O:2][C:3]1[CH:10]=[CH:9][C:6]([CH2:7][NH2:8])=[CH:5][CH:4]=1.[N:11]1([C:20](N2C3C=CC=CC=3N=N2)=[NH:21])[C:15]2[CH:16]=[CH:17][CH:18]=[CH:19][C:14]=2[N:13]=[N:12]1, predict the reaction product. The product is: [CH3:1][O:2][C:3]1[CH:10]=[CH:9][C:6]([CH2:7][NH:8][C:20]([N:11]2[C:15]3[CH:16]=[CH:17][CH:18]=[CH:19][C:14]=3[N:13]=[N:12]2)=[NH:21])=[CH:5][CH:4]=1. (3) Given the reactants Br[C:2]1[CH:14]=[CH:13][C:5]([O:6][CH2:7][C:8]([N:10]([CH3:12])[CH3:11])=[O:9])=[C:4]([CH3:15])[CH:3]=1.[CH3:16][C:17]1([CH3:33])[C:21]([CH3:23])([CH3:22])[O:20][B:19]([B:19]2[O:20][C:21]([CH3:23])([CH3:22])[C:17]([CH3:33])([CH3:16])[O:18]2)[O:18]1, predict the reaction product. The product is: [CH3:11][N:10]([CH3:12])[C:8](=[O:9])[CH2:7][O:6][C:5]1[CH:13]=[CH:14][C:2]([B:19]2[O:20][C:21]([CH3:23])([CH3:22])[C:17]([CH3:33])([CH3:16])[O:18]2)=[CH:3][C:4]=1[CH3:15]. (4) Given the reactants [CH2:1]([N:8]1[C:17]2[C:12](=[CH:13][CH:14]=[C:15]([OH:18])[CH:16]=2)[CH2:11][CH2:10][CH2:9]1)[C:2]1[CH:7]=[CH:6][CH:5]=[CH:4][CH:3]=1.C(N(CC)CC)C.[Cl:26][C:27]1[CH:32]=[CH:31][C:30]([N:33]=[C:34]=[O:35])=[CH:29][CH:28]=1, predict the reaction product. The product is: [Cl:26][C:27]1[CH:32]=[CH:31][C:30]([NH:33][C:34](=[O:35])[O:18][C:15]2[CH:16]=[C:17]3[C:12]([CH2:11][CH2:10][CH2:9][N:8]3[CH2:1][C:2]3[CH:3]=[CH:4][CH:5]=[CH:6][CH:7]=3)=[CH:13][CH:14]=2)=[CH:29][CH:28]=1.